This data is from Full USPTO retrosynthesis dataset with 1.9M reactions from patents (1976-2016). The task is: Predict the reactants needed to synthesize the given product. (1) Given the product [C:11]([O:15][C:16]([N:18]([C:19]1[CH:23]=[C:22]([CH3:24])[O:21][N:20]=1)[CH3:29])=[O:17])([CH3:14])([CH3:13])[CH3:12], predict the reactants needed to synthesize it. The reactants are: C[Si](C)(C)N[Si](C)(C)C.[Li].[C:11]([O:15][C:16]([NH:18][C:19]1[CH:23]=[C:22]([CH3:24])[O:21][N:20]=1)=[O:17])([CH3:14])([CH3:13])[CH3:12].S(OC)(O[CH3:29])(=O)=O. (2) Given the product [Br:1][C:2]1[CH:7]=[C:6]([F:8])[CH:5]=[CH:4][C:3]=1[S:9]([NH:13][C:14]1[C:23]([C:24]([O:26][CH3:27])=[O:25])=[C:22]2[C:17]([CH:18]3[CH2:28][CH:19]3[CH2:20][O:21]2)=[C:16]([F:29])[CH:15]=1)(=[O:11])=[O:10], predict the reactants needed to synthesize it. The reactants are: [Br:1][C:2]1[CH:7]=[C:6]([F:8])[CH:5]=[CH:4][C:3]=1[S:9](Cl)(=[O:11])=[O:10].[NH2:13][C:14]1[C:23]([C:24]([O:26][CH3:27])=[O:25])=[C:22]2[C:17]([CH:18]3[CH2:28][CH:19]3[CH2:20][O:21]2)=[C:16]([F:29])[CH:15]=1. (3) Given the product [O:11]([C@@H:8]1[CH2:9][CH2:10][C@H:5]([C:3]([NH:19][NH2:20])=[O:2])[CH2:6][CH2:7]1)[C:12]1[CH:17]=[CH:16][CH:15]=[CH:14][CH:13]=1, predict the reactants needed to synthesize it. The reactants are: C[O:2][C:3]([C@H:5]1[CH2:10][CH2:9][C@@H:8]([O:11][C:12]2[CH:17]=[CH:16][CH:15]=[CH:14][CH:13]=2)[CH2:7][CH2:6]1)=O.O.[NH2:19][NH2:20]. (4) The reactants are: [Cl:1][C:2]1[CH:3]=[C:4]([C:12]2[O:16][N:15]=[C:14]([C:17]([NH:19][C:20]3[CH:25]=[CH:24][C:23]([O:26][CH2:27][CH:28]4[CH2:30][O:29]4)=[CH:22][CH:21]=3)=[O:18])[CH:13]=2)[CH:5]=[CH:6][C:7]=1[O:8][CH:9]([CH3:11])[CH3:10].[NH3:31]. Given the product [NH2:31][CH2:30][CH:28]([OH:29])[CH2:27][O:26][C:23]1[CH:22]=[CH:21][C:20]([NH:19][C:17]([C:14]2[CH:13]=[C:12]([C:4]3[CH:5]=[CH:6][C:7]([O:8][CH:9]([CH3:10])[CH3:11])=[C:2]([Cl:1])[CH:3]=3)[O:16][N:15]=2)=[O:18])=[CH:25][CH:24]=1, predict the reactants needed to synthesize it. (5) The reactants are: [CH2:1]([O:3][C:4]([C:6]1[CH:7]=[N:8][N:9]([C:12]2[CH:13]=[N:14][C:15](Cl)=[CH:16][CH:17]=2)[C:10]=1[CH3:11])=[O:5])[CH3:2].[CH:19]1(B(O)O)[CH2:21][CH2:20]1.P([O-])([O-])([O-])=O.[K+].[K+].[K+].[Cl-].[NH4+]. Given the product [CH2:1]([O:3][C:4]([C:6]1[CH:7]=[N:8][N:9]([C:12]2[CH:13]=[N:14][C:15]([CH:19]3[CH2:21][CH2:20]3)=[CH:16][CH:17]=2)[C:10]=1[CH3:11])=[O:5])[CH3:2], predict the reactants needed to synthesize it. (6) Given the product [ClH:34].[F:26][C:24]([F:25])([F:27])[C:20]1[CH:19]=[C:18]([N:3]2[CH2:4][CH:5]3[CH2:10][NH:9][CH2:8][CH2:7][N:6]3[C:2]2=[O:1])[CH:23]=[CH:22][CH:21]=1, predict the reactants needed to synthesize it. The reactants are: [O:1]=[C:2]1[N:6]2[CH2:7][CH2:8][N:9](C(OC(C)(C)C)=O)[CH2:10][CH:5]2[CH2:4][N:3]1[C:18]1[CH:23]=[CH:22][CH:21]=[C:20]([C:24]([F:27])([F:26])[F:25])[CH:19]=1.C(OCC)(=O)C.[ClH:34]. (7) Given the product [N:1]1[CH:6]=[CH:5][CH:4]=[C:3]([CH2:7][C:9]2[CH:10]=[N:11][CH:12]=[CH:13][CH:14]=2)[CH:2]=1, predict the reactants needed to synthesize it. The reactants are: [N:1]1[CH:6]=[CH:5][CH:4]=[C:3]([C:7]([C:9]2[CH:10]=[N:11][CH:12]=[CH:13][CH:14]=2)=O)[CH:2]=1.[OH-].[K+].O.NN. (8) Given the product [C:21]([CH2:20][CH2:19][C:18]([O:17][C:15]1[CH:14]=[CH:13][C:3]([C:4]([O:6][CH2:7][CH2:8][CH2:9][CH2:10][CH2:11][CH3:12])=[O:5])=[C:2]([OH:1])[CH:16]=1)=[O:24])([OH:23])=[O:22], predict the reactants needed to synthesize it. The reactants are: [OH:1][C:2]1[CH:16]=[C:15]([OH:17])[CH:14]=[CH:13][C:3]=1[C:4]([O:6][CH2:7][CH2:8][CH2:9][CH2:10][CH2:11][CH3:12])=[O:5].[C:18]1(=[O:24])[O:23][C:21](=[O:22])[CH2:20][CH2:19]1. (9) Given the product [C:1]([SiH2:5][O:6][C:7]([C:32]1[CH:33]=[CH:34][CH:35]=[CH:36][CH:37]=1)([C:26]1[CH:27]=[CH:28][CH:29]=[CH:30][CH:31]=1)[C:8]1[C:9]([N:18]2[CH2:23][C@H:22]([CH3:24])[O:21][C@H:20]([CH3:25])[CH2:19]2)=[C:10]([F:17])[C:11]([F:16])=[C:12]([CH2:13][OH:14])[CH:15]=1)([CH3:3])([CH3:4])[CH3:2], predict the reactants needed to synthesize it. The reactants are: [C:1]([SiH2:5][O:6][C:7]([C:32]1[CH:37]=[CH:36][CH:35]=[CH:34][CH:33]=1)([C:26]1[CH:31]=[CH:30][CH:29]=[CH:28][CH:27]=1)[C:8]1[C:9]([N:18]2[CH2:23][C@H:22]([CH3:24])[O:21][C@H:20]([CH3:25])[CH2:19]2)=[C:10]([F:17])[C:11]([F:16])=[C:12]([CH:15]=1)[CH:13]=[O:14])([CH3:4])([CH3:3])[CH3:2].[BH4-].[Na+].